This data is from Catalyst prediction with 721,799 reactions and 888 catalyst types from USPTO. The task is: Predict which catalyst facilitates the given reaction. (1) Reactant: [Cr](O[Cr]([O-])(=O)=O)([O-])(=O)=[O:2].[NH+]1C=CC=CC=1.[NH+]1C=CC=CC=1.[Cl:22][C:23]1[CH:24]=[C:25]([C@H:30]([CH2:50][CH2:51][OH:52])[CH2:31][N:32]([CH3:49])[C:33]([C:35]2[C:44]3[C:39](=[CH:40][CH:41]=[CH:42][CH:43]=3)[CH:38]=[C:37]([C:45]#[N:46])[C:36]=2[O:47][CH3:48])=[O:34])[CH:26]=[CH:27][C:28]=1[Cl:29]. Product: [Cl:22][C:23]1[CH:24]=[C:25]([C@H:30]([CH2:50][C:51]([OH:2])=[O:52])[CH2:31][N:32]([CH3:49])[C:33]([C:35]2[C:44]3[C:39](=[CH:40][CH:41]=[CH:42][CH:43]=3)[CH:38]=[C:37]([C:45]#[N:46])[C:36]=2[O:47][CH3:48])=[O:34])[CH:26]=[CH:27][C:28]=1[Cl:29]. The catalyst class is: 3. (2) Reactant: [C:1]([O:5][C:6]([CH3:9])([CH3:8])[CH3:7])(=[O:4])[NH:2][NH2:3].CCN(CC)CC.Br[CH2:18][C:19]([CH3:21])=[CH2:20]. Product: [C:6]([O:5][C:1]([NH:2][NH:3][CH2:20][C:19]([CH3:21])=[CH2:18])=[O:4])([CH3:9])([CH3:8])[CH3:7]. The catalyst class is: 5. (3) Reactant: [C:1]([O:5][C:6](=[O:18])[NH:7][C:8]1[CH:13]=[C:12]([F:14])[C:11]([F:15])=[CH:10][C:9]=1[CH2:16]Cl)([CH3:4])([CH3:3])[CH3:2].CCN(C(C)C)C(C)C.Cl.[CH3:29][O:30][C:31](=[O:34])[CH2:32][NH2:33].O. Product: [CH3:29][O:30][C:31](=[O:34])[CH2:32][NH:33][CH2:16][C:9]1[CH:10]=[C:11]([F:15])[C:12]([F:14])=[CH:13][C:8]=1[NH:7][C:6]([O:5][C:1]([CH3:4])([CH3:3])[CH3:2])=[O:18]. The catalyst class is: 3. (4) Reactant: [NH2:1][C:2]1[CH:3]=[C:4]([OH:13])[C:5](=[CH:11][CH:12]=1)[C:6]([O:8][CH2:9][CH3:10])=[O:7].[C:14](OC(=O)C)(=[O:16])[CH3:15].O. Product: [C:14]([NH:1][C:2]1[CH:3]=[C:4]([OH:13])[C:5](=[CH:11][CH:12]=1)[C:6]([O:8][CH2:9][CH3:10])=[O:7])(=[O:16])[CH3:15]. The catalyst class is: 3. (5) Product: [Br:39][C:40]1[C:41]([O:37][CH2:36][C:32]2[CH:33]=[CH:34][CH:35]=[C:30]([C:27]3[CH:28]=[CH:29][C:21]4[O:20][CH2:25][CH2:24][O:23][C:22]=4[CH:26]=3)[C:31]=2[CH3:38])=[CH:42][C:43]([OH:48])=[C:44]([CH:47]=1)[CH:45]=[O:46]. The catalyst class is: 7. Reactant: C1(P(C2C=CC=CC=2)C2C=CC=CC=2)C=CC=CC=1.[O:20]1[CH2:25][CH2:24][O:23][C:22]2[CH:26]=[C:27]([C:30]3[C:31]([CH3:38])=[C:32]([CH2:36][OH:37])[CH:33]=[CH:34][CH:35]=3)[CH:28]=[CH:29][C:21]1=2.[Br:39][C:40]1[C:41](O)=[CH:42][C:43]([OH:48])=[C:44]([CH:47]=1)[CH:45]=[O:46].N(C(OC(C)C)=O)=NC(OC(C)C)=O. (6) The catalyst class is: 7. Reactant: [CH3:1][O:2][CH2:3][C:4]1([C:17](OC)=[O:18])[CH2:9][CH2:8][N:7]([C:10]([O:12][C:13]([CH3:16])([CH3:15])[CH3:14])=[O:11])[CH2:6][CH2:5]1.[H-].[H-].[H-].[H-].[Li+].[Al+3]. Product: [OH:18][CH2:17][C:4]1([CH2:3][O:2][CH3:1])[CH2:9][CH2:8][N:7]([C:10]([O:12][C:13]([CH3:15])([CH3:16])[CH3:14])=[O:11])[CH2:6][CH2:5]1. (7) Product: [CH3:18][CH:17]([CH3:19])[CH:6]([C:7]1[CH:12]=[CH:11][C:10]([NH:13][C:14](=[O:16])[CH3:15])=[CH:9][CH:8]=1)[N:20]1[CH:24]=[N:23][CH:22]=[N:21]1. The catalyst class is: 23. Reactant: CS(O[CH:6]([CH:17]([CH3:19])[CH3:18])[C:7]1[CH:12]=[CH:11][C:10]([NH:13][C:14](=[O:16])[CH3:15])=[CH:9][CH:8]=1)(=O)=O.[NH:20]1[CH:24]=[N:23][CH:22]=[N:21]1.C([O-])([O-])=O.[K+].[K+]. (8) Reactant: [F:1][C:2]1[CH:8]=[C:7]([O:9][C:10]2[C:11]3[N:18]([CH3:19])[CH:17]=[CH:16][C:12]=3[N:13]=[CH:14][N:15]=2)[CH:6]=[CH:5][C:3]=1[NH2:4].C(N(CC)CC)C.ClC(Cl)(O[C:31](=[O:37])OC(Cl)(Cl)Cl)Cl.[NH2:39][C:40]1[CH:45]=[C:44]([C:46]([F:49])([F:48])[F:47])[CH:43]=[CH:42][N:41]=1. Product: [F:1][C:2]1[CH:8]=[C:7]([O:9][C:10]2[C:11]3[N:18]([CH3:19])[CH:17]=[CH:16][C:12]=3[N:13]=[CH:14][N:15]=2)[CH:6]=[CH:5][C:3]=1[NH:4][C:31]([NH:39][C:40]1[CH:45]=[C:44]([C:46]([F:48])([F:47])[F:49])[CH:43]=[CH:42][N:41]=1)=[O:37]. The catalyst class is: 146.